Dataset: Forward reaction prediction with 1.9M reactions from USPTO patents (1976-2016). Task: Predict the product of the given reaction. (1) Given the reactants [Cl:1][C:2]1[CH:3]=[C:4]([CH2:9][C:10]#N)[CH:5]=[C:6]([CH3:8])[CH:7]=1.[OH-:12].[K+].[OH2:14].CC(O)C, predict the reaction product. The product is: [Cl:1][C:2]1[CH:3]=[C:4]([CH2:9][C:10]([OH:14])=[O:12])[CH:5]=[C:6]([CH3:8])[CH:7]=1. (2) The product is: [OH:7][C:8]([CH3:40])([CH3:41])[CH2:9][C@@:10]1([C:34]2[CH:39]=[CH:38][CH:37]=[CH:36][CH:35]=2)[O:15][C:14](=[O:16])[N:13]([C@H:17]([C:19]2[CH:20]=[CH:21][C:22]([C:55]3[CH:54]=[N:53][C:52]([CH3:57])=[N:51][CH:50]=3)=[CH:23][CH:24]=2)[CH3:18])[CH2:12][CH2:11]1. Given the reactants C([O-])([O-])=O.[Na+].[Na+].[OH:7][C:8]([CH3:41])([CH3:40])[CH2:9][C@@:10]1([C:34]2[CH:39]=[CH:38][CH:37]=[CH:36][CH:35]=2)[O:15][C:14](=[O:16])[N:13]([C@H:17]([C:19]2[CH:24]=[CH:23][C:22](B3OC(C)(C)C(C)(C)O3)=[CH:21][CH:20]=2)[CH3:18])[CH2:12][CH2:11]1.BrC1C=NC(C[CH:50]2[C:55](Br)=[CH:54][NH:53][C:52]([CH3:57])=[N:51]2)=NC=1, predict the reaction product. (3) Given the reactants [NH:1]1[C:9]2[C:4](=[CH:5][CH:6]=[CH:7][CH:8]=2)[C:3]([C:10]([OH:12])=[O:11])=[N:2]1.[H-].[Na+].[CH2:15]([O:17][C:18](=[O:24])[CH2:19][CH2:20][CH2:21][CH2:22]Br)[CH3:16].O, predict the reaction product. The product is: [CH2:15]([O:17][C:18](=[O:24])[CH2:19][CH2:20][CH2:21][CH2:22][N:1]1[C:9]2[C:4](=[CH:5][CH:6]=[CH:7][CH:8]=2)[C:3]([C:10]([OH:12])=[O:11])=[N:2]1)[CH3:16].